From a dataset of Reaction yield outcomes from USPTO patents with 853,638 reactions. Predict the reaction yield, written as a fraction of the theoretical maximum amount of product (1.0 means a 100% yield; for example, 0.34 means a 34% yield). (1) The reactants are [Br:1][C:2]1[CH:3]=[C:4]([N:8]2[C:12]3[CH2:13][CH2:14][C:15](=[O:16])[C:11]=3[C:10]([C:17]([O:19][CH2:20][CH3:21])=[O:18])=[N:9]2)[CH:5]=[CH:6][CH:7]=1.[BH4-].[Na+]. No catalyst specified. The product is [Br:1][C:2]1[CH:3]=[C:4]([N:8]2[C:12]3[CH2:13][CH2:14][CH:15]([OH:16])[C:11]=3[C:10]([C:17]([O:19][CH2:20][CH3:21])=[O:18])=[N:9]2)[CH:5]=[CH:6][CH:7]=1. The yield is 0.660. (2) The reactants are [CH3:1][O:2][C:3]1[CH:4]=[N:5][C:6]2[C:11]([CH:12]=1)=[CH:10][C:9]([CH:13]([CH3:21])[C:14]([O:16]C(C)(C)C)=[O:15])=[CH:8][CH:7]=2.[ClH:22]. The catalyst is CCOC(C)=O. The product is [ClH:22].[CH3:1][O:2][C:3]1[CH:4]=[N:5][C:6]2[C:11]([CH:12]=1)=[CH:10][C:9]([CH:13]([CH3:21])[C:14]([OH:16])=[O:15])=[CH:8][CH:7]=2. The yield is 0.999. (3) The reactants are C([O:3][C:4]([C:6]1[C:7]([C:12]2[CH:17]=[CH:16][C:15]([F:18])=[CH:14][C:13]=2[F:19])=[N:8][O:9][C:10]=1[CH3:11])=O)C.C(OC(C1C(C2C=CC=CC=2F)=NOC=1C)=O)C. No catalyst specified. The product is [F:19][C:13]1[CH:14]=[C:15]([F:18])[CH:16]=[CH:17][C:12]=1[C:7]1[C:6]([CH2:4][OH:3])=[C:10]([CH3:11])[O:9][N:8]=1. The yield is 0.390. (4) The reactants are [OH:1][C:2]1[CH:9]=[CH:8][C:5]([CH:6]=[O:7])=[CH:4][CH:3]=1.Br[C:11]1[CH:16]=[CH:15][C:14](O)=[CH:13][CH:12]=1. No catalyst specified. The product is [C:11]12([C:3]3[CH:4]=[C:5]([CH:8]=[CH:9][C:2]=3[OH:1])[CH:6]=[O:7])[CH2:16][CH:15]3[CH2:4][CH:5]([CH2:8][CH:13]([CH2:14]3)[CH2:12]1)[CH2:6]2. The yield is 0.560.